Dataset: Reaction yield outcomes from USPTO patents with 853,638 reactions. Task: Predict the reaction yield, written as a fraction of the theoretical maximum amount of product (1.0 means a 100% yield; for example, 0.34 means a 34% yield). (1) The reactants are [NH:1]1[C:10](=[O:11])[C:9]2[NH:8][N:7]=[N:6][C:5]=2[N:4]=[C:2]1[NH2:3].C(NC1N=C2C(N=CN2[CH:25]2[CH:29]([O:30][C:31](=[O:38])[C:32]3[CH:37]=[CH:36][CH:35]=[CH:34][CH:33]=3)[CH2:28][CH:27]([CH:39]=[CH:40][P:41]([O:46][CH2:47][CH3:48])([O:43][CH2:44][CH3:45])=[O:42])[O:26]2)=C(OC(=O)N(C2C=CC=CC=2)C2C=CC=CC=2)N=1)(=O)C.C(OP(C=CC1CC(C(=O)C2C=CC=CC=2)C(C(=O)C2C=CC=CC=2)O1)(=O)OCC)C.Cl[Sn](Cl)(Cl)Cl.C([O-])(O)=O.[Na+]. The catalyst is CC#N. The product is [NH2:3][C:2]1[NH:1][C:10](=[O:11])[C:9]2[N:8]=[N:7][N:6]([CH:25]3[CH:29]([O:30][C:31](=[O:38])[C:32]4[CH:37]=[CH:36][CH:35]=[CH:34][CH:33]=4)[CH2:28][CH:27]([CH:39]=[CH:40][P:41]([O:43][CH2:44][CH3:45])([O:46][CH2:47][CH3:48])=[O:42])[O:26]3)[C:5]=2[N:4]=1. The yield is 0.830. (2) The reactants are [BrH:1].[F:2][C:3]1[CH:9]=[CH:8][C:6](N)=[CH:5][C:4]=1[O:10][CH3:11].N([O-])=O.[Na+]. The catalyst is O.[Cu]Br. The product is [Br:1][C:6]1[CH:8]=[CH:9][C:3]([F:2])=[C:4]([O:10][CH3:11])[CH:5]=1. The yield is 0.700.